From a dataset of Forward reaction prediction with 1.9M reactions from USPTO patents (1976-2016). Predict the product of the given reaction. Given the reactants [N:1]1[CH:6]=[CH:5][CH:4]=[C:3]([CH2:7][NH:8][C:9]([C:11]2[S:15][C:14]([C:16]3[NH:17][N:18]=[CH:19][CH:20]=3)=[N:13][C:12]=2[CH3:21])=[O:10])[CH:2]=1.Br[CH2:23][C:24]1[CH:29]=[CH:28][C:27]([N:30]2[CH:34]=[CH:33][CH:32]=[CH:31]2)=[CH:26][CH:25]=1, predict the reaction product. The product is: [N:1]1[CH:6]=[CH:5][CH:4]=[C:3]([CH2:7][NH:8][C:9]([C:11]2[S:15][C:14]([C:16]3[CH:20]=[CH:19][N:18]([CH2:23][C:24]4[CH:25]=[CH:26][C:27]([N:30]5[CH:34]=[CH:33][CH:32]=[CH:31]5)=[CH:28][CH:29]=4)[N:17]=3)=[N:13][C:12]=2[CH3:21])=[O:10])[CH:2]=1.